Predict the product of the given reaction. From a dataset of Forward reaction prediction with 1.9M reactions from USPTO patents (1976-2016). (1) Given the reactants [C:1]([C:5]1[CH:10]=[CH:9][N:8]=[C:7]([NH2:11])[CH:6]=1)([CH3:4])([CH3:3])[CH3:2].CN(C)[CH:14]=[O:15], predict the reaction product. The product is: [C:1]([C:5]1[CH:10]=[CH:9][N:8]([CH2:2][C@H:1]2[CH2:5][CH2:6][CH2:14][O:15]2)[C:7](=[NH:11])[CH:6]=1)([CH3:4])([CH3:2])[CH3:3]. (2) Given the reactants [CH3:1][O:2][C:3]1[CH:4]=[C:5]2[C:10](=[CH:11][C:12]=1[O:13][CH3:14])[N:9]=[CH:8][CH:7]=[C:6]2[O:15][C:16]1[C:22]([CH3:23])=[CH:21][C:19]([NH2:20])=[C:18]([CH3:24])[CH:17]=1.[C:25]1(C)C=CC=CC=1.C(N(CC)CC)C.ClC(Cl)(O[C:43](=[O:49])[O:44][C:45](Cl)(Cl)Cl)Cl.[F:51][C:52]([F:64])([F:63])[O:53][C:54]1[CH:62]=[CH:61][C:57](C(O)C)=[CH:56][CH:55]=1, predict the reaction product. The product is: [CH3:1][O:2][C:3]1[CH:4]=[C:5]2[C:10](=[CH:11][C:12]=1[O:13][CH3:14])[N:9]=[CH:8][CH:7]=[C:6]2[O:15][C:16]1[C:22]([CH3:23])=[CH:21][C:19]([NH:20][C:43](=[O:49])[O:44][CH:45]([C:61]2[CH:57]=[CH:56][CH:55]=[C:54]([O:53][C:52]([F:51])([F:63])[F:64])[CH:62]=2)[CH3:25])=[C:18]([CH3:24])[CH:17]=1.